This data is from Full USPTO retrosynthesis dataset with 1.9M reactions from patents (1976-2016). The task is: Predict the reactants needed to synthesize the given product. (1) Given the product [Cl:21][C:5]1[C:6]([NH:8][C@@H:9]2[CH2:14][CH2:13][CH2:12][CH2:11][C@H:10]2[N:15]([CH3:20])[S:16]([CH3:19])(=[O:18])=[O:17])=[N:7][C:2]([NH:22][C:23]2[CH:37]=[CH:36][C:26]3[N:27]([CH3:35])[C:28](=[O:34])[CH2:29][CH2:30][C:31]([CH3:33])([CH3:32])[C:25]=3[CH:24]=2)=[N:3][CH:4]=1, predict the reactants needed to synthesize it. The reactants are: Cl[C:2]1[N:7]=[C:6]([NH:8][C@@H:9]2[CH2:14][CH2:13][CH2:12][CH2:11][C@H:10]2[N:15]([CH3:20])[S:16]([CH3:19])(=[O:18])=[O:17])[C:5]([Cl:21])=[CH:4][N:3]=1.[NH2:22][C:23]1[CH:37]=[CH:36][C:26]2[N:27]([CH3:35])[C:28](=[O:34])[CH2:29][CH2:30][C:31]([CH3:33])([CH3:32])[C:25]=2[CH:24]=1.C12(CS(O)(=O)=O)C(C)(C)C(CC1)CC2=O.C(=O)([O-])[O-]. (2) Given the product [CH:23]1([N:22]([CH3:21])[C:2]2[CH:7]=[CH:6][N:5]=[C:4]3[N:8]=[CH:9][NH:10][C:3]=23)[CH2:28][CH2:27][CH2:26][CH2:25][CH2:24]1, predict the reactants needed to synthesize it. The reactants are: Cl[C:2]1[CH:7]=[CH:6][N:5]=[C:4]2[N:8]=[CH:9][NH:10][C:3]=12.ClC1N=C2N=CNC2=CC=1.[CH3:21][NH:22][CH:23]1[CH2:28][CH2:27][CH2:26][CH2:25][CH2:24]1. (3) Given the product [Br:8][C:9]1[CH:10]=[CH:11][C:12](/[CH:15]=[N:7]/[S@@:5]([C:2]([CH3:4])([CH3:3])[CH3:1])=[O:6])=[N:13][CH:14]=1, predict the reactants needed to synthesize it. The reactants are: [CH3:1][C:2]([S@:5]([NH2:7])=[O:6])([CH3:4])[CH3:3].[Br:8][C:9]1[CH:10]=[CH:11][C:12]([CH:15]=O)=[N:13][CH:14]=1. (4) The reactants are: [CH2:1]([N:3]1[C:14](=[O:15])[C:12]2[N:13]3[C:8](=[CH:9][C:10](=[O:18])[C:11]=2[O:16][CH3:17])[CH2:7][CH2:6][CH:5]3[CH2:4]1)[CH3:2].[Li+].C[Si]([N-][Si](C)(C)C)(C)C.C1(S(N2C(C3C=CC=CC=3)O2)(=O)=[O:36])C=CC=CC=1. Given the product [CH2:1]([N:3]1[C:14](=[O:15])[C:12]2[N:13]3[C:8](=[CH:9][C:10](=[O:18])[C:11]=2[O:16][CH3:17])[CH:7]([OH:36])[CH2:6][CH:5]3[CH2:4]1)[CH3:2], predict the reactants needed to synthesize it. (5) Given the product [CH2:7]([N:14]1[CH2:19][CH2:18][C:17]([CH2:20][CH2:21][OH:22])([CH2:26][CH2:27][OH:28])[CH2:16][CH2:15]1)[C:8]1[CH:9]=[CH:10][CH:11]=[CH:12][CH:13]=1, predict the reactants needed to synthesize it. The reactants are: [H-].[H-].[H-].[H-].[Li+].[Al+3].[CH2:7]([N:14]1[CH2:19][CH2:18][C:17]([CH2:26][C:27](OCC)=[O:28])([CH2:20][C:21](OCC)=[O:22])[CH2:16][CH2:15]1)[C:8]1[CH:13]=[CH:12][CH:11]=[CH:10][CH:9]=1. (6) Given the product [CH2:28]([O:27][C:21]1[C:22]([CH3:26])=[CH:23][CH:24]=[CH:25][C:20]=1[C:19]([NH:18][C:5]1([C:3]([OH:2])=[O:4])[CH2:16][C:15]2[C:17]3[C:11]([CH:12]=[CH:13][CH:14]=2)=[CH:10][CH:9]=[CH:8][C:7]=3[CH2:6]1)=[O:31])[CH:29]=[CH2:35], predict the reactants needed to synthesize it. The reactants are: C[O:2][C:3]([C:5]1([NH:18][C:19](=[O:31])[C:20]2[CH:25]=[CH:24][CH:23]=[C:22]([CH3:26])[C:21]=2[O:27][CH:28](C)[CH3:29])[CH2:16][C:15]2[C:17]3[C:11]([CH:12]=[CH:13][CH:14]=2)=[CH:10][CH:9]=[CH:8][C:7]=3[CH2:6]1)=[O:4].[OH-].[K+].O.[CH3:35]CO. (7) Given the product [NH2:12][CH2:11][CH2:10][NH:9][C:7]([N:1]1[CH2:6][CH2:5][O:4][CH2:3][CH2:2]1)=[O:8], predict the reactants needed to synthesize it. The reactants are: [N:1]1([C:7]([NH:9][CH2:10][CH2:11][NH:12]C(=O)OC(C)(C)C)=[O:8])[CH2:6][CH2:5][O:4][CH2:3][CH2:2]1.C(O)(C(F)(F)F)=O. (8) Given the product [O:29]1[CH2:30][CH2:31][N:26]([C:3]2[C:23]([O:24][CH3:25])=[CH:22][C:6]3[C:7]([OH:21])=[CH:8][C:9]4[C:10]([OH:20])([CH2:18][CH3:19])[C:11]5[CH:12]=[CH:13][CH:14]=[CH:15][C:16]=5[C:17]=4[C:5]=3[CH:4]=2)[CH2:27][CH2:28]1, predict the reactants needed to synthesize it. The reactants are: CO[C:3]1[C:23]([O:24][CH3:25])=[CH:22][C:6]2[C:7]([OH:21])=[CH:8][C:9]3[C:10]([OH:20])([CH2:18][CH3:19])[C:11]4[CH:12]=[CH:13][CH:14]=[CH:15][C:16]=4[C:17]=3[C:5]=2[CH:4]=1.[NH:26]1[CH2:31][CH2:30][O:29][CH2:28][CH2:27]1.C([Li])CCC.[Cl-].[NH4+]. (9) Given the product [Cl:18][C:14]1[CH:13]=[C:12]([C:4]2[N:3]=[C:2]([NH:19][C:20]3[CH:28]=[CH:27][C:23]([CH2:24][CH2:25][OH:26])=[CH:22][CH:21]=3)[CH:7]=[C:6]([C:8]([F:11])([F:10])[F:9])[N:5]=2)[CH:17]=[CH:16][CH:15]=1, predict the reactants needed to synthesize it. The reactants are: Cl[C:2]1[CH:7]=[C:6]([C:8]([F:11])([F:10])[F:9])[N:5]=[C:4]([C:12]2[CH:17]=[CH:16][CH:15]=[C:14]([Cl:18])[CH:13]=2)[N:3]=1.[NH2:19][C:20]1[CH:28]=[CH:27][C:23]([CH2:24][CH2:25][OH:26])=[CH:22][CH:21]=1.